From a dataset of Reaction yield outcomes from USPTO patents with 853,638 reactions. Predict the reaction yield, written as a fraction of the theoretical maximum amount of product (1.0 means a 100% yield; for example, 0.34 means a 34% yield). (1) The reactants are [Cl:1][C:2]1[CH:3]=[C:4]([C:8]2[C:12]([NH:13][C:14]([C:16]3[CH:17]=[N:18][N:19]4[CH:24]=[CH:23][CH:22]=[N:21][C:20]=34)=[O:15])=[CH:11][NH:10][N:9]=2)[CH:5]=[CH:6][CH:7]=1.C(=O)([O-])[O-].[Cs+].[Cs+].[CH:31](I)([CH3:33])[CH3:32]. The catalyst is CN(C)C=O. The product is [Cl:1][C:2]1[CH:3]=[C:4]([C:8]2[C:12]([NH:13][C:14]([C:16]3[CH:17]=[N:18][N:19]4[CH:24]=[CH:23][CH:22]=[N:21][C:20]=34)=[O:15])=[CH:11][N:10]([CH:31]([CH3:33])[CH3:32])[N:9]=2)[CH:5]=[CH:6][CH:7]=1. The yield is 0.610. (2) The reactants are [C:1]([C:5]1[CH:9]=[C:8]([C:10]([CH3:13])([CH3:12])[CH3:11])[N:7]([CH2:14][C:15]2[CH:16]=[C:17]([CH:20]=[CH:21][C:22]=2[O:23][CH2:24][CH:25]([CH3:27])[CH3:26])[CH:18]=O)[N:6]=1)([CH3:4])([CH3:3])[CH3:2].[NH2:28][C:29]1[CH:34]=[CH:33][C:32]([CH2:35][CH2:36][C:37]([O:39][CH2:40][CH3:41])=[O:38])=[C:31]([F:42])[CH:30]=1.C(O)(=O)C.C(O[BH-](OC(=O)C)OC(=O)C)(=O)C.[Na+]. The catalyst is ClCCCl.C(OCC)(=O)C. The product is [C:1]([C:5]1[CH:9]=[C:8]([C:10]([CH3:13])([CH3:12])[CH3:11])[N:7]([CH2:14][C:15]2[CH:16]=[C:17]([CH:20]=[CH:21][C:22]=2[O:23][CH2:24][CH:25]([CH3:27])[CH3:26])[CH2:18][NH:28][C:29]2[CH:34]=[CH:33][C:32]([CH2:35][CH2:36][C:37]([O:39][CH2:40][CH3:41])=[O:38])=[C:31]([F:42])[CH:30]=2)[N:6]=1)([CH3:2])([CH3:3])[CH3:4]. The yield is 1.00. (3) The reactants are Br[CH2:2][C:3]1[N:8]([CH3:9])[C:7]([C:10]2[S:11][CH:12]=[CH:13][N:14]=2)=[N:6][CH:5]([C:15]2[CH:20]=[CH:19][C:18]([F:21])=[CH:17][C:16]=2[Cl:22])[C:4]=1[C:23]([O:25][CH2:26][CH3:27])=[O:24].[NH:28]1[CH2:33][CH2:32][O:31][CH2:30][CH:29]1[C:34]([OH:36])=[O:35]. No catalyst specified. The product is [Cl:22][C:16]1[CH:17]=[C:18]([F:21])[CH:19]=[CH:20][C:15]=1[CH:5]1[N:6]=[C:7]([C:10]2[S:11][CH:12]=[CH:13][N:14]=2)[N:8]([CH3:9])[C:3]([CH2:2][N:28]2[CH2:33][CH2:32][O:31][CH2:30][CH:29]2[C:34]([OH:36])=[O:35])=[C:4]1[C:23]([O:25][CH2:26][CH3:27])=[O:24]. The yield is 0.200. (4) The reactants are [F:1][C:2]1[CH:7]=[CH:6][CH:5]=[C:4]([F:8])[C:3]=1[C:9]1[N:14]=[C:13]([C:15]2[CH:16]=[C:17]3[C:22](=[CH:23][CH:24]=2)[N:21]=[CH:20][CH:19]=[C:18]3[OH:25])[CH:12]=[CH:11][CH:10]=1.C(N(C(C)C)CC)(C)C.[F:35][C:36]([F:55])([F:54])[S:37](N(C1C=CC=CC=1)[S:37]([C:36]([F:55])([F:54])[F:35])(=[O:39])=[O:38])(=[O:39])=[O:38]. The catalyst is CN1C(=O)CCC1. The product is [F:35][C:36]([F:55])([F:54])[S:37]([O:25][C:18]1[C:17]2[C:22](=[CH:23][CH:24]=[C:15]([C:13]3[CH:12]=[CH:11][CH:10]=[C:9]([C:3]4[C:2]([F:1])=[CH:7][CH:6]=[CH:5][C:4]=4[F:8])[N:14]=3)[CH:16]=2)[N:21]=[CH:20][CH:19]=1)(=[O:39])=[O:38]. The yield is 0.720. (5) The reactants are [CH2:1]([O:8][N:9]1[C:15](=[O:16])[N:14]2[CH2:17][C@H:10]1[CH2:11][CH2:12][C@H:13]2[C:18]([OH:20])=O)[C:2]1[CH:7]=[CH:6][CH:5]=[CH:4][CH:3]=1.[NH2:21][O:22][C@@H:23]1[CH2:27][CH2:26][N:25]([C:28]([O:30][C:31]([CH3:34])([CH3:33])[CH3:32])=[O:29])[CH2:24]1.ON1C2C=CC=CC=2N=N1.Cl.C(N=C=NCCCN(C)C)C. The catalyst is C(Cl)Cl. The product is [CH2:1]([O:8][N:9]1[C:15](=[O:16])[N:14]2[CH2:17][C@H:10]1[CH2:11][CH2:12][C@H:13]2[C:18]([NH:21][O:22][C@@H:23]1[CH2:27][CH2:26][N:25]([C:28]([O:30][C:31]([CH3:34])([CH3:33])[CH3:32])=[O:29])[CH2:24]1)=[O:20])[C:2]1[CH:3]=[CH:4][CH:5]=[CH:6][CH:7]=1. The yield is 0.930. (6) The reactants are [Cl:1]/[CH:2]=[CH:3]\Cl.[CH2:5]([C:8]1[CH:13]=[CH:12][C:11]([O:14][CH3:15])=[C:10]([O:16][CH3:17])[CH:9]=1)C=C. The catalyst is C1C=CC=CC=1. The product is [Cl:1]/[CH:2]=[CH:3]\[CH2:5][C:8]1[CH:13]=[CH:12][C:11]([O:14][CH3:15])=[C:10]([O:16][CH3:17])[CH:9]=1. The yield is 0.610. (7) The reactants are I[C:2]1[CH:3]=[CH:4][CH:5]=[C:6]2[C:11]=1[CH:10]=[C:9]([S:12]([NH2:15])(=[O:14])=[O:13])[CH:8]=[CH:7]2.[CH3:16][N:17](C=O)C. The catalyst is [Li+].[Cl-].C1C=CC([P]([Pd]([P](C2C=CC=CC=2)(C2C=CC=CC=2)C2C=CC=CC=2)([P](C2C=CC=CC=2)(C2C=CC=CC=2)C2C=CC=CC=2)[P](C2C=CC=CC=2)(C2C=CC=CC=2)C2C=CC=CC=2)(C2C=CC=CC=2)C2C=CC=CC=2)=CC=1. The product is [C:16]([C:2]1[CH:3]=[CH:4][CH:5]=[C:6]2[C:11]=1[CH:10]=[C:9]([S:12]([NH2:15])(=[O:14])=[O:13])[CH:8]=[CH:7]2)#[N:17]. The yield is 0.300. (8) The reactants are [O:1]=[C:2]1[CH2:6][CH2:5][N:4]([C:7]([O:9][CH2:10][C:11]2[CH:16]=[CH:15][CH:14]=[CH:13][CH:12]=2)=[O:8])[CH2:3]1.[C-:17]#[N:18].[K+].OS([O-])=O.[Na+]. The catalyst is C1COCC1.O. The product is [C:17]([C:2]1([OH:1])[CH2:6][CH2:5][N:4]([C:7]([O:9][CH2:10][C:11]2[CH:16]=[CH:15][CH:14]=[CH:13][CH:12]=2)=[O:8])[CH2:3]1)#[N:18]. The yield is 0.820.